This data is from Catalyst prediction with 721,799 reactions and 888 catalyst types from USPTO. The task is: Predict which catalyst facilitates the given reaction. (1) Reactant: [Br:1][C:2]1[N:7]2[N:8]=[C:9]([CH2:12][CH3:13])[C:10]([NH2:11])=[C:6]2[CH:5]=[CH:4][CH:3]=1.C(N(CC)CC)C.[C:21](O[C:21]([O:23][C:24]([CH3:27])([CH3:26])[CH3:25])=[O:22])([O:23][C:24]([CH3:27])([CH3:26])[CH3:25])=[O:22]. Product: [Br:1][C:2]1[N:7]2[N:8]=[C:9]([CH2:12][CH3:13])[C:10]([NH:11][C:21](=[O:22])[O:23][C:24]([CH3:27])([CH3:26])[CH3:25])=[C:6]2[CH:5]=[CH:4][CH:3]=1. The catalyst class is: 4. (2) Reactant: C(Cl)(=O)C(Cl)=O.CS(C)=O.[OH:11][C@@H:12]1[CH2:16][CH2:15][N:14]([CH2:17][CH2:18][CH2:19][O:20][C:21]2[CH:26]=[CH:25][C:24]([C:27]3[CH:32]=[CH:31][C:30]([C:33]#[N:34])=[CH:29][CH:28]=3)=[CH:23][CH:22]=2)[CH2:13]1.C(N(CC)CC)C. Product: [O:11]=[C:12]1[CH2:16][CH2:15][N:14]([CH2:17][CH2:18][CH2:19][O:20][C:21]2[CH:26]=[CH:25][C:24]([C:27]3[CH:28]=[CH:29][C:30]([C:33]#[N:34])=[CH:31][CH:32]=3)=[CH:23][CH:22]=2)[CH2:13]1. The catalyst class is: 2.